Dataset: Full USPTO retrosynthesis dataset with 1.9M reactions from patents (1976-2016). Task: Predict the reactants needed to synthesize the given product. The reactants are: [O:1]=[C:2]1[CH2:7][CH2:6][N:5]([C:8]([O:10][C:11]([CH3:14])([CH3:13])[CH3:12])=[O:9])[CH2:4][CH2:3]1.[Li+].CC([N-]C(C)C)C.[CH:23]1([C:26](Cl)=[O:27])[CH2:25][CH2:24]1. Given the product [CH:23]1([C:26]([CH:7]2[C:2](=[O:1])[CH2:3][CH2:4][N:5]([C:8]([O:10][C:11]([CH3:14])([CH3:13])[CH3:12])=[O:9])[CH2:6]2)=[O:27])[CH2:25][CH2:24]1, predict the reactants needed to synthesize it.